Dataset: Reaction yield outcomes from USPTO patents with 853,638 reactions. Task: Predict the reaction yield, written as a fraction of the theoretical maximum amount of product (1.0 means a 100% yield; for example, 0.34 means a 34% yield). (1) The reactants are [C:1](Cl)(=[O:3])[CH3:2].[CH3:5][C:6]1([CH3:20])[CH2:12][CH2:11][CH2:10][NH:9][C:8]2[CH:13]=[C:14]([N+:17]([O-:19])=[O:18])[CH:15]=[CH:16][C:7]1=2.C([O-])(O)=O.[Na+].O. The catalyst is C(Cl)Cl. The product is [CH3:5][C:6]1([CH3:20])[CH2:12][CH2:11][CH2:10][N:9]([C:1](=[O:3])[CH3:2])[C:8]2[CH:13]=[C:14]([N+:17]([O-:19])=[O:18])[CH:15]=[CH:16][C:7]1=2. The yield is 0.640. (2) The reactants are [CH3:1][O:2][C:3]1([C:7]2[CH:14]=[CH:13][C:10]([C:11]#[N:12])=[CH:9][CH:8]=2)[CH2:6][O:5][CH2:4]1.Cl.[NH2:16][OH:17].C(N(CC)CC)C. The catalyst is C(O)C. The product is [OH:17][N:16]=[C:11]([C:10]1[CH:9]=[CH:8][C:7]([C:3]2([O:2][CH3:1])[CH2:6][O:5][CH2:4]2)=[CH:14][CH:13]=1)[NH2:12]. The yield is 0.860. (3) The reactants are [CH:1]1([NH2:7])[CH2:6][CH2:5][CH2:4][CH2:3][CH2:2]1.Cl[C:9]1[N:14]=[C:13]([CH:15]2[CH2:17][CH2:16]2)[N:12]=[C:11]([NH:18][CH:19]2[CH2:21][CH2:20]2)[C:10]=1[CH3:22]. The product is [CH:1]1([NH:7][C:9]2[C:10]([CH3:22])=[C:11]([NH:18][CH:19]3[CH2:21][CH2:20]3)[N:12]=[C:13]([CH:15]3[CH2:16][CH2:17]3)[N:14]=2)[CH2:6][CH2:5][CH2:4][CH2:3][CH2:2]1. The yield is 0.170. The catalyst is COCC(O)C.ClCCl.